Dataset: Forward reaction prediction with 1.9M reactions from USPTO patents (1976-2016). Task: Predict the product of the given reaction. (1) Given the reactants [F:1][C:2]1[C:7]([F:8])=[CH:6][CH:5]=[CH:4][C:3]=1[C:9]([CH3:13])([CH3:12])[C:10]#N.[OH2:14].[OH:15]S(O)(=O)=O, predict the reaction product. The product is: [F:1][C:2]1[C:7]([F:8])=[CH:6][CH:5]=[CH:4][C:3]=1[C:9]([CH3:13])([CH3:12])[C:10]([OH:15])=[O:14]. (2) Given the reactants [C:1]([C:3]1[CH:4]=[CH:5][C:6]([C:9]([OH:11])=O)=[N:7][CH:8]=1)#[N:2].CN(C(ON1N=NC2C=CC=CC1=2)=[N+](C)C)C.[B-](F)(F)(F)F.Cl.[OH:35][C@H:36]([C:47]1[CH:56]=[CH:55][C:50]2[C:51](=[O:54])[O:52][CH2:53][C:49]=2[C:48]=1[CH3:57])[CH2:37][N:38]1[CH2:46][CH:45]2[CH:40]([CH2:41][NH:42][CH2:43][CH2:44]2)[CH2:39]1.CCN(C(C)C)C(C)C, predict the reaction product. The product is: [OH:35][C@H:36]([C:47]1[CH:56]=[CH:55][C:50]2[C:51](=[O:54])[O:52][CH2:53][C:49]=2[C:48]=1[CH3:57])[CH2:37][N:38]1[CH2:46][CH:45]2[CH:40]([CH2:41][N:42]([C:9]([C:6]3[N:7]=[CH:8][C:3]([C:1]#[N:2])=[CH:4][CH:5]=3)=[O:11])[CH2:43][CH2:44]2)[CH2:39]1.